The task is: Predict the reactants needed to synthesize the given product.. This data is from Full USPTO retrosynthesis dataset with 1.9M reactions from patents (1976-2016). (1) Given the product [S:4]1[C:8]2[CH:9]=[C:10]([NH:13][C:14]3[CH:19]=[CH:18][N:17]=[C:16]4[NH:20][C:21]([C:23]5[CH2:24][CH2:25][N:26]([C:46]([N:43]6[CH2:44][CH2:45][N:40]([CH3:39])[CH2:41][CH2:42]6)=[O:47])[CH2:27][CH:28]=5)=[CH:22][C:15]=34)[CH:11]=[CH:12][C:7]=2[N:6]=[CH:5]1, predict the reactants needed to synthesize it. The reactants are: Cl.Cl.Cl.[S:4]1[C:8]2[CH:9]=[C:10]([NH:13][C:14]3[CH:19]=[CH:18][N:17]=[C:16]4[NH:20][C:21]([C:23]5[CH2:24][CH2:25][NH:26][CH2:27][CH:28]=5)=[CH:22][C:15]=34)[CH:11]=[CH:12][C:7]=2[N:6]=[CH:5]1.C(N(CC)C(C)C)(C)C.Cl.[CH3:39][N:40]1[CH2:45][CH2:44][N:43]([C:46](Cl)=[O:47])[CH2:42][CH2:41]1. (2) Given the product [C:20]([O:19][C:17]([NH:16][C@@H:14]([CH3:15])[C:13]([N:9]1[CH2:10][CH2:11][CH2:12][C@@H:7]([C:5]([OH:6])=[O:4])[NH:8]1)=[O:24])=[O:18])([CH3:23])([CH3:21])[CH3:22], predict the reactants needed to synthesize it. The reactants are: ClC(Cl)(Cl)C[O:4][C:5]([C@@H:7]1[CH2:12][CH2:11][CH2:10][N:9]([C:13](=[O:24])[C@@H:14]([NH:16][C:17]([O:19][C:20]([CH3:23])([CH3:22])[CH3:21])=[O:18])[CH3:15])[NH:8]1)=[O:6].O.[OH-].[Li+].